Dataset: Experimentally validated miRNA-target interactions with 360,000+ pairs, plus equal number of negative samples. Task: Binary Classification. Given a miRNA mature sequence and a target amino acid sequence, predict their likelihood of interaction. (1) The protein sequence of the target gene is MKMASSLAFLLLNFHVSLFLVQLLTPCSAQFSVLGPSGPILAMVGEDADLPCHLFPTMSAETMELRWVSSSLRQVVNVYADGKEVEDRQSAPYRGRTSILRDGITAGKAALRIHNVTASDSGKYLCYFQDGDFYEKALVELKVAALGSDLHIEVKGYEDGGIHLECRSTGWYPQPQIKWSDTKGENIPAVEAPVVADGVGLYAVAASVIMRGSSGGGVSCIIRNSLLGLEKTASISIADPFFRSAQPWIAALAGTLPISLLLLAGASYFLWRQQKEKIALSRETEREREMKEMGYAATEQ.... The miRNA is hsa-miR-548p with sequence UAGCAAAAACUGCAGUUACUUU. Result: 1 (interaction). (2) The miRNA is mmu-miR-3088-3p with sequence UUCAUGAGCAGCUGCAAAGGUGU. Result: 0 (no interaction). The protein sequence of the target gene is MAGPRYPVSVQGAALVQIKRLQTFAFSVRWSDGSDTFVRRSWDEFRQLKKTLKETFPVEAGLLRRSDRVLPKLLGQASLDAPLLGRVGRTSRGLARLQLLETYSRRLLATAERVARSPTITGFFAPQPLDLEPALPPGSRVILPTPEEQPLSRAAGRLSIHSLEAQSLRCLQPFCTQDTRDRPFQAQAQESLDVLLRHPSGWWLVENEDRQTAWFPAPYLEEAAPGQGREGGPSLGSSGPQFCASRAYESSRADELSVPAGARVRVLETSDRGWWLCRYGDRAGLLPAVLLRPEGLGALL.... (3) The miRNA is hsa-miR-505-5p with sequence GGGAGCCAGGAAGUAUUGAUGU. The protein sequence of the target gene is MERPAPGEVVMSQAIQPAHATARGELSAGQLLKWIDTTACLAAEKHAGVSCVTASVDDIQFEETARVGQVITIKAKVTRAFSTSMEISIKVMVQDMLTGIEKLVSVAFSTFVAKPVGKEKIHLKPVTLLTEQDHVEHNLAAERRKVRLQHEDTFNNLMKESSKFDDLIFDEEEGAVSTRGTSVQSIELVLPPHANHHGNTFGGQIMAWMETVATISASRLCWAHPFLKSVDMFKFRGPSTVGDRLVFTAIVNNTFQTCVEVGVRVEAFDCQEWAEGRGRHINSAFLIYNAADDKENLITF.... Result: 0 (no interaction). (4) The miRNA is hsa-miR-3649 with sequence AGGGACCUGAGUGUCUAAG. The protein sequence of the target gene is MTLESMMACCLSDEVKESKRINAEIEKQLRRDKRDARRELKLLLLGTGESGKSTFIKQMRIIHGAGYSEEDKRGFTKLVYQNIFTAMQAMVRAMETLKILYKYEQNKANALLIREVDVEKVTTFEHQYVNAIKTLWSDPGVQECYDRRREFQLSDSAKYYLTDVDRIATVGYLPTQQDVLRVRVPTTGIIEYPFDLENIIFRMVDVGGQRSERRKWIHCFENVTSIMFLVALSEYDQVLVESDNENRMEESKALFRTIITYPWFQNSSVILFLNKKDLLEDKILHSHLVDYFPEFDGPQR.... Result: 0 (no interaction). (5) The miRNA is hsa-miR-3160-5p with sequence GGCUUUCUAGUCUCAGCUCUCC. Result: 1 (interaction). The protein sequence of the target gene is MEAEVDKLELMFQKAESDLDYIQYRLEYEIKTNHPDSASEKNPVTLLKELSVIKSRYQTLYARFKPVAVEQKESKSRICATVKKTMNMIQKLQKQTDLELSPLTKEEKTAAEQFKFHMPDL.